Dataset: Forward reaction prediction with 1.9M reactions from USPTO patents (1976-2016). Task: Predict the product of the given reaction. (1) Given the reactants [OH:1][C:2]([CH2:4][CH2:5][CH2:6][CH2:7][CH2:8][CH2:9][CH2:10][CH2:11][CH3:12])=[O:3].[CH:13]1[C:14]([CH2:22][C@@H:23]([NH2:40])[CH2:24][C:25]([N:27]2[CH2:39][C:31]3=[N:32][N:33]=[C:34]([C:35]([F:38])([F:37])[F:36])[N:30]3[CH2:29][CH2:28]2)=[O:26])=[C:15]([F:21])[CH:16]=[C:17]([F:20])[C:18]=1[F:19], predict the reaction product. The product is: [CH:13]1[C:14]([CH2:22][C@@H:23]([NH2:40])[CH2:24][C:25]([N:27]2[CH2:39][C:31]3=[N:32][N:33]=[C:34]([C:35]([F:38])([F:37])[F:36])[N:30]3[CH2:29][CH2:28]2)=[O:26])=[C:15]([F:21])[CH:16]=[C:17]([F:20])[C:18]=1[F:19].[O-:3][C:2]([CH2:4][CH2:5][CH2:6][CH2:7][CH2:8][CH2:9][CH2:10][CH2:11][CH3:12])=[O:1]. (2) Given the reactants [CH3:1][N:2]([CH3:9])[C:3](=[O:8])[C@H:4]([CH2:6][OH:7])[NH2:5].S=[C:11]1[CH2:15][S:14][C:13](=[O:16])[NH:12]1, predict the reaction product. The product is: [O:16]=[C:13]1[N:12]=[C:11]([NH:5][C@H:4]([C:3]([N:2]([CH3:9])[CH3:1])=[O:8])[CH2:6][OH:7])[CH2:15][S:14]1.